Dataset: Forward reaction prediction with 1.9M reactions from USPTO patents (1976-2016). Task: Predict the product of the given reaction. (1) Given the reactants [NH2:1][C:2]1[CH:7]=[N:6][CH:5]=[CH:4][N:3]=1.Cl[C:9]([O:11][C:12]1[CH:17]=[CH:16][CH:15]=[CH:14][CH:13]=1)=[O:10], predict the reaction product. The product is: [C:12]1([O:11][C:9](=[O:10])[NH:1][C:2]2[CH:7]=[N:6][CH:5]=[CH:4][N:3]=2)[CH:17]=[CH:16][CH:15]=[CH:14][CH:13]=1. (2) Given the reactants [CH3:1][O:2][C:3](=[O:20])[CH2:4][C:5]1[CH:10]=[CH:9][CH:8]=[C:7]([NH:11][C:12]([C:14]2[O:15][C:16](Br)=[CH:17][CH:18]=2)=[O:13])[CH:6]=1.[C:21]1(B(O)O)[C:30]2[C:25](=[CH:26][CH:27]=[CH:28][CH:29]=2)[CH:24]=[CH:23][CH:22]=1, predict the reaction product. The product is: [CH3:1][O:2][C:3](=[O:20])[CH2:4][C:5]1[CH:10]=[CH:9][CH:8]=[C:7]([NH:11][C:12]([C:14]2[O:15][C:16]([C:29]3[C:30]4[C:25](=[CH:24][CH:23]=[CH:22][CH:21]=4)[CH:26]=[CH:27][CH:28]=3)=[CH:17][CH:18]=2)=[O:13])[CH:6]=1. (3) Given the reactants [Br:1][C:2]1[C:9]([F:10])=[CH:8][CH:7]=[CH:6][C:3]=1[CH:4]=O.CO[CH:13](OC)[CH2:14][NH2:15].O, predict the reaction product. The product is: [Br:1][C:2]1[C:9]([F:10])=[CH:8][CH:7]=[C:6]2[C:3]=1[CH:4]=[N:15][CH:14]=[CH:13]2. (4) The product is: [CH3:9][O:10][C:11](=[O:21])[CH:12]([C:13]1[CH:18]=[CH:17][C:16]([Cl:19])=[C:15]([Cl:20])[CH:14]=1)[CH2:23][CH:24]1[CH2:28][CH2:27][CH2:26][CH:25]1[O:29][CH:30]1[CH2:35][CH2:34][CH2:33][CH2:32][O:31]1. Given the reactants C([N-]C(C)C)(C)C.[Li+].[CH3:9][O:10][C:11](=[O:21])[CH2:12][C:13]1[CH:18]=[CH:17][C:16]([Cl:19])=[C:15]([Cl:20])[CH:14]=1.I[CH2:23][CH:24]1[CH2:28][CH2:27][CH2:26][CH:25]1[O:29][CH:30]1[CH2:35][CH2:34][CH2:33][CH2:32][O:31]1, predict the reaction product. (5) Given the reactants [CH:1]1([O:7][CH2:8][CH2:9][CH2:10][CH2:11][O:12][C:13]2[CH:18]=[CH:17][C:16]([CH2:19][CH2:20][CH2:21][O:22][C:23]3[CH:28]=[CH:27][C:26]([C:29]([O:31]CC)=[O:30])=[CH:25][C:24]=3[CH2:34][C:35]([N:37]3[CH2:42][CH2:41][CH2:40][CH:39]([C:43]([O:45]CC)=[O:44])[CH2:38]3)=[O:36])=[CH:15][CH:14]=2)[CH2:6][CH2:5][CH2:4][CH2:3][CH2:2]1.[OH-].[Na+].C(O)(=O)C.Cl, predict the reaction product. The product is: [C:29]([C:26]1[CH:27]=[CH:28][C:23]([O:22][CH2:21][CH2:20][CH2:19][C:16]2[CH:17]=[CH:18][C:13]([O:12][CH2:11][CH2:10][CH2:9][CH2:8][O:7][CH:1]3[CH2:6][CH2:5][CH2:4][CH2:3][CH2:2]3)=[CH:14][CH:15]=2)=[C:24]([CH2:34][C:35]([N:37]2[CH2:42][CH2:41][CH2:40][CH:39]([C:43]([OH:45])=[O:44])[CH2:38]2)=[O:36])[CH:25]=1)([OH:31])=[O:30]. (6) The product is: [F:37][C:38]([F:43])([F:42])[C:39]([OH:41])=[O:40].[Cl:29][C:26]1[CH:27]=[CH:28][C:23]([C:11]2([C:21]#[N:22])[CH:10]([CH2:32][C:33]([CH3:36])([CH3:35])[CH3:34])[NH:9][CH:8]([C:6]([OH:7])=[O:5])[CH:12]2[C:13]2[CH:18]=[CH:17][CH:16]=[C:15]([Cl:19])[CH:14]=2)=[C:24]([O:30][CH3:31])[CH:25]=1. Given the reactants C([O:5][C:6]([CH:8]1[CH:12]([C:13]2[CH:18]=[CH:17][CH:16]=[C:15]([Cl:19])[C:14]=2F)[C:11]([C:23]2[CH:28]=[CH:27][C:26]([Cl:29])=[CH:25][C:24]=2[O:30][CH3:31])([C:21]#[N:22])[CH:10]([CH2:32][C:33]([CH3:36])([CH3:35])[CH3:34])[NH:9]1)=[O:7])(C)(C)C.[F:37][C:38]([F:43])([F:42])[C:39]([OH:41])=[O:40], predict the reaction product. (7) Given the reactants [C:1]([C:3]1[CH:20]=[CH:19][C:6]([CH2:7][N:8]2[C:13]([CH3:14])=[CH:12][C:11](=[O:15])[C:10]([C:16]([OH:18])=[O:17])=[CH:9]2)=[CH:5][CH:4]=1)#[N:2].[Br:21]Br.O, predict the reaction product. The product is: [Br:21][C:12]1[C:11](=[O:15])[C:10]([C:16]([OH:18])=[O:17])=[CH:9][N:8]([CH2:7][C:6]2[CH:5]=[CH:4][C:3]([C:1]#[N:2])=[CH:20][CH:19]=2)[C:13]=1[CH3:14].